The task is: Predict the product of the given reaction.. This data is from Forward reaction prediction with 1.9M reactions from USPTO patents (1976-2016). (1) The product is: [CH2:1]([S:3]([N:6]1[CH2:11][CH2:10][CH:9]([C:12]2[C:20]3[C:15](=[C:16]([C:28]([NH2:29])=[O:30])[CH:17]=[C:18]([C:21]4[CH:22]=[CH:23][C:24]([F:27])=[CH:25][CH:26]=4)[CH:19]=3)[NH:14][N:13]=2)[CH2:8][CH2:7]1)(=[O:5])=[O:4])[CH3:2]. Given the reactants [CH2:1]([S:3]([N:6]1[CH2:11][CH2:10][CH:9]([C:12]2[C:20]3[C:15](=[C:16]([C:28]#[N:29])[CH:17]=[C:18]([C:21]4[CH:26]=[CH:25][C:24]([F:27])=[CH:23][CH:22]=4)[CH:19]=3)[NH:14][N:13]=2)[CH2:8][CH2:7]1)(=[O:5])=[O:4])[CH3:2].[OH-:30].[K+], predict the reaction product. (2) The product is: [Na:19].[CH:14]([CH:2]([CH2:3][CH2:4][C:5]([O:7][CH2:8][CH3:9])=[O:6])[C:1]([O:11][CH2:12][CH3:13])=[O:10])=[O:15]. Given the reactants [C:1]([O:11][CH2:12][CH3:13])(=[O:10])[CH2:2][CH2:3][CH2:4][C:5]([O:7][CH2:8][CH3:9])=[O:6].[CH:14](OCC)=[O:15].[Na:19], predict the reaction product.